This data is from Forward reaction prediction with 1.9M reactions from USPTO patents (1976-2016). The task is: Predict the product of the given reaction. (1) Given the reactants [CH2:1]([O:8][C:9]([NH:11][CH:12]1[C:21]2[C:16](=[CH:17][CH:18]=[C:19]([C:22]([O:24][CH2:25][CH3:26])=[O:23])[CH:20]=2)[NH:15][CH:14]([CH:27]2[CH2:29][CH2:28]2)[CH:13]1[CH3:30])=[O:10])[C:2]1[CH:7]=[CH:6][CH:5]=[CH:4][CH:3]=1.CCN(C(C)C)C(C)C.[C:40](Cl)(=[O:42])[CH3:41], predict the reaction product. The product is: [C:40]([N:15]1[C:16]2[C:21](=[CH:20][C:19]([C:22]([O:24][CH2:25][CH3:26])=[O:23])=[CH:18][CH:17]=2)[CH:12]([NH:11][C:9]([O:8][CH2:1][C:2]2[CH:3]=[CH:4][CH:5]=[CH:6][CH:7]=2)=[O:10])[CH:13]([CH3:30])[CH:14]1[CH:27]1[CH2:28][CH2:29]1)(=[O:42])[CH3:41]. (2) Given the reactants [Si:1]([O:18][C@H:19]1[C:24](=[CH2:25])[C@H:23](O)[CH2:22]/[C:21](=[CH:27]/[C:28]([O:30][CH3:31])=[O:29])/[CH2:20]1)([C:14]([CH3:17])([CH3:16])[CH3:15])([C:8]1[CH:13]=[CH:12][CH:11]=[CH:10][CH:9]=1)[C:2]1[CH:7]=[CH:6][CH:5]=[CH:4][CH:3]=1.C(N(S(F)(F)[F:38])CC)C, predict the reaction product. The product is: [Si:1]([O:18][C@H:19]1[C:24](=[CH2:25])[C@@H:23]([F:38])[CH2:22]/[C:21](=[CH:27]/[C:28]([O:30][CH3:31])=[O:29])/[CH2:20]1)([C:14]([CH3:17])([CH3:16])[CH3:15])([C:8]1[CH:13]=[CH:12][CH:11]=[CH:10][CH:9]=1)[C:2]1[CH:7]=[CH:6][CH:5]=[CH:4][CH:3]=1.